Dataset: CYP3A4 inhibition data for predicting drug metabolism from PubChem BioAssay. Task: Regression/Classification. Given a drug SMILES string, predict its absorption, distribution, metabolism, or excretion properties. Task type varies by dataset: regression for continuous measurements (e.g., permeability, clearance, half-life) or binary classification for categorical outcomes (e.g., BBB penetration, CYP inhibition). Dataset: cyp3a4_veith. (1) The compound is CC(=O)c1cc2c(cc1N/C=C\c1nnnn1-c1ccc(Cl)cc1)OCO2. The result is 1 (inhibitor). (2) The compound is COc1ccc2[nH]c3c(c2c1)CN(C)CC3.Cl. The result is 0 (non-inhibitor). (3) The drug is O=C(CSc1nc2ccccc2c(=O)n1NC(=O)Cc1ccccc1)NCc1ccccc1Cl. The result is 1 (inhibitor). (4) The drug is COCCn1c(C(=O)N(C)C)cc2c1C[C@H]1CN(C(=O)c3ccccc3)[C@@](Cc3ccc(F)cc3)(C(=O)OC)[C@@H]21. The result is 1 (inhibitor). (5) The drug is COc1ccc2sc3ccccc3c(=O)c2c1OC. The result is 1 (inhibitor). (6) The drug is NC(=O)CN1C(=O)C2C3c4ccccc4C(c4ccccc43)C2C1=O. The result is 0 (non-inhibitor). (7) The molecule is Cc1ccn2cc(CSc3ccccc3N)nc2c1. The result is 1 (inhibitor).